Task: Predict the reaction yield, written as a fraction of the theoretical maximum amount of product (1.0 means a 100% yield; for example, 0.34 means a 34% yield).. Dataset: Reaction yield outcomes from USPTO patents with 853,638 reactions (1) The reactants are [F:1][C:2]1[CH:7]=[CH:6][C:5]([C:8](=[C:16]2[CH2:21][C:20]([CH3:23])([CH3:22])[CH2:19][C:18]([CH3:25])([CH3:24])[CH2:17]2)[C:9]2[CH:14]=[CH:13][C:12]([OH:15])=[CH:11][CH:10]=2)=[CH:4][CH:3]=1.CCN(CC)CC.[F:33][C:34]([F:47])([F:46])[S:35](O[S:35]([C:34]([F:47])([F:46])[F:33])(=[O:37])=[O:36])(=[O:37])=[O:36]. The catalyst is CN(C1C=CN=CC=1)C.C(Cl)Cl. The product is [F:33][C:34]([F:47])([F:46])[S:35]([O:15][C:12]1[CH:13]=[CH:14][C:9]([C:8]([C:5]2[CH:4]=[CH:3][C:2]([F:1])=[CH:7][CH:6]=2)=[C:16]2[CH2:17][C:18]([CH3:25])([CH3:24])[CH2:19][C:20]([CH3:23])([CH3:22])[CH2:21]2)=[CH:10][CH:11]=1)(=[O:37])=[O:36]. The yield is 0.760. (2) The reactants are [CH:1]1([C:4]([N:6]2[CH2:9][CH:8]([CH2:10][C:11]([NH:13][NH2:14])=[O:12])[CH2:7]2)=[O:5])[CH2:3][CH2:2]1.[Br:15][C:16]1[CH:21]=[CH:20][C:19]([N:22]=[C:23]=[O:24])=[CH:18][CH:17]=1. The catalyst is ClCCl. The product is [Br:15][C:16]1[CH:21]=[CH:20][C:19]([NH:22][C:23]([NH:14][NH:13][C:11](=[O:12])[CH2:10][CH:8]2[CH2:7][N:6]([C:4]([CH:1]3[CH2:3][CH2:2]3)=[O:5])[CH2:9]2)=[O:24])=[CH:18][CH:17]=1. The yield is 0.620. (3) The reactants are Cl[C:2]1[CH:10]=[CH:9][C:5]([C:6]([OH:8])=[O:7])=[CH:4][C:3]=1[C:11]#[N:12].[F:13][C:14]1[CH:19]=[CH:18][C:17]([OH:20])=[CH:16][CH:15]=1.[H-].[Na+].Cl. The catalyst is CS(C)=O.C(OCC)(=O)C.O. The product is [C:11]([C:3]1[CH:4]=[C:5]([CH:9]=[CH:10][C:2]=1[O:20][C:17]1[CH:18]=[CH:19][C:14]([F:13])=[CH:15][CH:16]=1)[C:6]([OH:8])=[O:7])#[N:12]. The yield is 0.220. (4) The reactants are Cl[CH2:2][CH2:3][NH:4][CH2:5][CH2:6]Cl.[Br:8][C:9]1[CH:15]=[CH:14][C:12]([NH2:13])=[CH:11][CH:10]=1.C(=O)([O-])[O-].[K+].[K+]. The catalyst is COCCOCCOC. The product is [Br:8][C:9]1[CH:15]=[CH:14][C:12]([N:13]2[CH2:6][CH2:5][NH:4][CH2:3][CH2:2]2)=[CH:11][CH:10]=1. The yield is 0.700.